The task is: Predict the product of the given reaction.. This data is from Forward reaction prediction with 1.9M reactions from USPTO patents (1976-2016). (1) Given the reactants [Cl:1][C:2]1[S:6][C:5]([NH:7][C:8]([C:10]2[N:11]=[CH:12][N:13]([CH3:28])[C:14]=2[NH:15][C:16](=O)[CH2:17][C:18]2[C:23]([F:24])=[CH:22][C:21]([F:25])=[CH:20][C:19]=2[F:26])=[O:9])=[N:4][CH:3]=1.P(Cl)(Cl)(Cl)=O, predict the reaction product. The product is: [Cl:1][C:2]1[S:6][C:5]([N:7]2[C:8](=[O:9])[C:10]3[N:11]=[CH:12][N:13]([CH3:28])[C:14]=3[N:15]=[C:16]2[CH2:17][C:18]2[C:23]([F:24])=[CH:22][C:21]([F:25])=[CH:20][C:19]=2[F:26])=[N:4][CH:3]=1. (2) Given the reactants [O:1]1[CH2:5][CH2:4][O:3][CH:2]1[CH2:6][CH:7]=[CH:8][CH:9]1[CH2:13][CH2:12][CH2:11][N:10]1[C:14]([O:16][CH2:17][C:18]1[CH:23]=[CH:22][CH:21]=[CH:20][CH:19]=1)=[O:15], predict the reaction product. The product is: [O:1]1[CH2:5][CH2:4][O:3][CH:2]1[CH2:6][CH2:7][CH2:8][CH:9]1[CH2:13][CH2:12][CH2:11][N:10]1[C:14]([O:16][CH2:17][C:18]1[CH:19]=[CH:20][CH:21]=[CH:22][CH:23]=1)=[O:15]. (3) Given the reactants [NH2:1][C@H:2]1[CH2:7][CH2:6][C@H:5]([NH2:8])[CH2:4][CH2:3]1.[Cl:9][C:10]1[N:18]=[C:17]2[C:13]([N:14]=[CH:15][N:16]2[CH:19]2[CH2:23][CH2:22][CH2:21][CH2:20]2)=[C:12]([NH:24][C:25]2[CH:30]=[CH:29][C:28]([O:31][CH3:32])=[CH:27][CH:26]=2)[N:11]=1, predict the reaction product. The product is: [ClH:9].[ClH:9].[NH2:1][C@H:2]1[CH2:7][CH2:6][C@H:5]([NH:8][C:10]2[N:18]=[C:17]3[C:13]([N:14]=[CH:15][N:16]3[CH:19]3[CH2:20][CH2:21][CH2:22][CH2:23]3)=[C:12]([NH:24][C:25]3[CH:26]=[CH:27][C:28]([O:31][CH3:32])=[CH:29][CH:30]=3)[N:11]=2)[CH2:4][CH2:3]1. (4) The product is: [OH:24][C:4]1[C:5]([C:6]([O:8][CH2:9][CH3:10])=[O:7])=[CH:11][N:12]=[C:13]2[N:17]([C:18]3[CH:19]=[CH:20][CH:21]=[CH:22][CH:23]=3)[N:16]=[CH:15][C:14]=12. Given the reactants C(O[C:4](=[O:24])[C:5](=[CH:11][NH:12][C:13]1[N:17]([C:18]2[CH:23]=[CH:22][CH:21]=[CH:20][CH:19]=2)[N:16]=[CH:15][CH:14]=1)[C:6]([O:8][CH2:9][CH3:10])=[O:7])C.C(OCC)(=O)C1C(=CC=CC=1)C(OCC)=O, predict the reaction product. (5) The product is: [Br-:26].[Cl:1][C:2]1[CH:7]=[CH:6][C:5]([CH:8]([N:20]2[CH2:21][CH2:22][CH2:23][CH2:24][CH2:25]2)[C:9]([O:11][C@@H:12]2[CH:17]3[CH2:18][CH2:19][N+:14]([CH2:27][C:28](=[O:29])[C:30]4[CH:35]=[CH:34][CH:33]=[CH:32][CH:31]=4)([CH2:15][CH2:16]3)[CH2:13]2)=[O:10])=[CH:4][CH:3]=1. Given the reactants [Cl:1][C:2]1[CH:7]=[CH:6][C:5]([CH:8]([N:20]2[CH2:25][CH2:24][CH2:23][CH2:22][CH2:21]2)[C:9]([O:11][C@@H:12]2[CH:17]3[CH2:18][CH2:19][N:14]([CH2:15][CH2:16]3)[CH2:13]2)=[O:10])=[CH:4][CH:3]=1.[Br:26][CH2:27][C:28]([C:30]1[CH:35]=[CH:34][CH:33]=[CH:32][CH:31]=1)=[O:29], predict the reaction product. (6) Given the reactants [Br:1][C:2]1[N:6]([CH:7]2[CH2:12][CH2:11][N:10](C(OC(C)(C)C)=O)[CH2:9][CH2:8]2)[N:5]=[CH:4][CH:3]=1.[C:20]([OH:26])([C:22]([F:25])([F:24])[F:23])=[O:21], predict the reaction product. The product is: [F:23][C:22]([F:25])([F:24])[C:20]([OH:26])=[O:21].[Br:1][C:2]1[N:6]([CH:7]2[CH2:12][CH2:11][NH:10][CH2:9][CH2:8]2)[N:5]=[CH:4][CH:3]=1. (7) Given the reactants [Cl:1][C:2]1[CH:7]=[CH:6][C:5]([CH:8]2[C:12]3[NH:13][C:14]([C:16]4[CH:17]=[N:18][C:19]([O:22][CH3:23])=[CH:20][CH:21]=4)=[N:15][C:11]=3[C:10](=[O:24])[N:9]2[C:25]2[CH:30]=[C:29]([CH3:31])[C:28](=[O:32])[N:27]([CH3:33])[CH:26]=2)=[CH:4][CH:3]=1.[CH3:34]I, predict the reaction product. The product is: [Cl:1][C:2]1[CH:3]=[CH:4][C:5]([CH:8]2[C:12]3[N:13]=[C:14]([C:16]4[CH:17]=[N:18][C:19]([O:22][CH3:23])=[CH:20][CH:21]=4)[N:15]([CH3:34])[C:11]=3[C:10](=[O:24])[N:9]2[C:25]2[CH:30]=[C:29]([CH3:31])[C:28](=[O:32])[N:27]([CH3:33])[CH:26]=2)=[CH:6][CH:7]=1.